This data is from Blood-brain barrier permeability classification from the B3DB database. The task is: Regression/Classification. Given a drug SMILES string, predict its absorption, distribution, metabolism, or excretion properties. Task type varies by dataset: regression for continuous measurements (e.g., permeability, clearance, half-life) or binary classification for categorical outcomes (e.g., BBB penetration, CYP inhibition). Dataset: b3db_classification. The drug is O=C(CCCN1CCC(O)(c2ccc(Br)cc2)CC1)c1ccc(F)cc1. The result is 1 (penetrates BBB).